This data is from Forward reaction prediction with 1.9M reactions from USPTO patents (1976-2016). The task is: Predict the product of the given reaction. (1) Given the reactants [C:1]([O:5][C:6](=[O:32])[NH:7][C:8]1[S:9][C:10]([CH:30]=[O:31])=[C:11]([C:13]2[C:14]([CH:27]([OH:29])[CH3:28])=[N:15][N:16]([CH2:18][C:19]3[CH:24]=[CH:23][C:22]([O:25][CH3:26])=[CH:21][CH:20]=3)[CH:17]=2)[N:12]=1)([CH3:4])([CH3:3])[CH3:2].[BH4-].[Na+].O, predict the reaction product. The product is: [C:1]([O:5][C:6](=[O:32])[NH:7][C:8]1[S:9][C:10]([CH2:30][OH:31])=[C:11]([C:13]2[C:14]([CH:27]([OH:29])[CH3:28])=[N:15][N:16]([CH2:18][C:19]3[CH:20]=[CH:21][C:22]([O:25][CH3:26])=[CH:23][CH:24]=3)[CH:17]=2)[N:12]=1)([CH3:2])([CH3:3])[CH3:4]. (2) Given the reactants [OH2:1].[CH3:2][C:3]([OH:5])=[O:4], predict the reaction product. The product is: [C:3]([OH:5])(=[O:4])[CH2:2][C:2]([CH2:2][C:3]([OH:5])=[O:4])([C:3]([OH:5])=[O:4])[OH:1].